From a dataset of Peptide-MHC class II binding affinity with 134,281 pairs from IEDB. Regression. Given a peptide amino acid sequence and an MHC pseudo amino acid sequence, predict their binding affinity value. This is MHC class II binding data. (1) The peptide sequence is AVQVTFTVQKGSDPK. The MHC is DRB1_1001 with pseudo-sequence DRB1_1001. The binding affinity (normalized) is 0.585. (2) The peptide sequence is LLMRRMRRPTGKVTL. The MHC is DRB1_1101 with pseudo-sequence DRB1_1101. The binding affinity (normalized) is 1.00. (3) The peptide sequence is PVQEFTVPRTKYTAT. The MHC is DRB1_1302 with pseudo-sequence DRB1_1302. The binding affinity (normalized) is 0.227. (4) The peptide sequence is EWATPFPHRKGVLFN. The MHC is DRB1_1602 with pseudo-sequence DRB1_1602. The binding affinity (normalized) is 0.169. (5) The peptide sequence is VRKVCYNAVLTHVKI. The MHC is DRB1_0701 with pseudo-sequence DRB1_0701. The binding affinity (normalized) is 0.787. (6) The peptide sequence is QRILRKSKRNDGDLD. The MHC is DRB1_0401 with pseudo-sequence DRB1_0401. The binding affinity (normalized) is 0.0366.